From a dataset of Catalyst prediction with 721,799 reactions and 888 catalyst types from USPTO. Predict which catalyst facilitates the given reaction. (1) Reactant: [F:1][C:2]1[CH:3]=[C:4]([C:9]2[CH2:13][CH:12]([CH2:14][OH:15])[O:11][N:10]=2)[CH:5]=[CH:6][C:7]=1[F:8].C(N(CC)CC)C.[CH3:23][S:24](Cl)(=[O:26])=[O:25].O. Product: [F:1][C:2]1[CH:3]=[C:4]([C:9]2[CH2:13][CH:12]([CH2:14][O:15][S:24]([CH3:23])(=[O:26])=[O:25])[O:11][N:10]=2)[CH:5]=[CH:6][C:7]=1[F:8]. The catalyst class is: 4. (2) Reactant: C([N:8](C1CCCCC1)[C@H:9]([C:11](O)=[O:12])[CH3:10])(OC(C)(C)C)=O.[NH2:20][C@@H:21]([CH2:33][CH3:34])[CH:22]([C:24]1[O:25][C:26]2[CH:32]=[CH:31][CH:30]=[CH:29][C:27]=2[N:28]=1)[OH:23].C(Cl)CCl.[CH:39]1[CH:40]=[CH:41][C:42]2N(O)N=N[C:43]=2[CH:44]=1.CN1CCOCC1. Product: [O:25]1[C:26]2[CH:32]=[CH:31][CH:30]=[CH:29][C:27]=2[N:28]=[C:24]1[CH:22]([OH:23])[C@@H:21]([NH:20][C:11](=[O:12])[C@@H:9]([NH2:8])[CH2:10][CH:43]1[CH2:42][CH2:41][CH2:40][CH2:39][CH2:44]1)[CH2:33][CH3:34]. The catalyst class is: 2. (3) Reactant: Br[C:2]1[CH:3]=[C:4]([CH:8]2[CH2:17][C:16]([CH3:19])([CH3:18])[C:15]3[C:10](=[CH:11][CH:12]=[C:13]([C:20]([F:23])([F:22])[F:21])[CH:14]=3)[N:9]2[CH3:24])[CH:5]=[CH:6][CH:7]=1.[NH2:25][C:26]1([C:29]([OH:31])=[O:30])[CH2:28][CH2:27]1.C(=O)([O-])[O-].[K+].[K+]. Product: [CH3:24][N:9]1[C:10]2[C:15](=[CH:14][C:13]([C:20]([F:23])([F:22])[F:21])=[CH:12][CH:11]=2)[C:16]([CH3:19])([CH3:18])[CH2:17][CH:8]1[C:4]1[CH:3]=[C:2]([NH:25][C:26]2([C:29]([OH:31])=[O:30])[CH2:28][CH2:27]2)[CH:7]=[CH:6][CH:5]=1. The catalyst class is: 156. (4) Reactant: [F:1][C:2]1[CH:3]=[CH:4][C:5]2[N:10]([C:11]3[CH:16]=[CH:15][CH:14]=[CH:13][CH:12]=3)[S:9](=[O:18])(=[O:17])[CH2:8][O:7][C:6]=2[CH:19]=1.C[Si]([N-][Si](C)(C)C)(C)C.[Li+].[CH2:30](Br)[CH:31]=[CH2:32]. Product: [CH2:32]([CH:8]1[O:7][C:6]2[CH:19]=[C:2]([F:1])[CH:3]=[CH:4][C:5]=2[N:10]([C:11]2[CH:16]=[CH:15][CH:14]=[CH:13][CH:12]=2)[S:9]1(=[O:18])=[O:17])[CH:31]=[CH2:30]. The catalyst class is: 7. (5) Reactant: Cl[C:2]1[CH:3]=[CH:4][C:5]2[N:6]([C:8](=[O:22])[CH:9]=[C:10]([C:12]3[CH:17]=[CH:16][C:15]([O:18][CH3:19])=[C:14]([O:20][CH3:21])[CH:13]=3)[N:11]=2)[N:7]=1.CC1(C)C(C)(C)OB([C:31]2[CH2:36][CH2:35][N:34]([C:37]([O:39][C:40]([CH3:43])([CH3:42])[CH3:41])=[O:38])[CH2:33][CH:32]=2)O1.C([O-])([O-])=O.[K+].[K+]. Product: [CH3:21][O:20][C:14]1[CH:13]=[C:12]([C:10]2[N:11]=[C:5]3[CH:4]=[CH:3][C:2]([C:31]4[CH2:36][CH2:35][N:34]([C:37]([O:39][C:40]([CH3:43])([CH3:42])[CH3:41])=[O:38])[CH2:33][CH:32]=4)=[N:7][N:6]3[C:8](=[O:22])[CH:9]=2)[CH:17]=[CH:16][C:15]=1[O:18][CH3:19]. The catalyst class is: 10. (6) Reactant: C(Cl)(=O)C(Cl)=O.CS(C)=O.[F:11][C:12]1[CH:17]=[CH:16][C:15]([C@@H:18]2[CH2:23][CH2:22][N:21]([C:24]([O:26][C:27]([CH3:30])([CH3:29])[CH3:28])=[O:25])[CH2:20][C@H:19]2[CH2:31][OH:32])=[CH:14][CH:13]=1.C(N(CC)CC)C. Product: [F:11][C:12]1[CH:13]=[CH:14][C:15]([C@@H:18]2[CH2:23][CH2:22][N:21]([C:24]([O:26][C:27]([CH3:28])([CH3:29])[CH3:30])=[O:25])[CH2:20][C@H:19]2[CH:31]=[O:32])=[CH:16][CH:17]=1. The catalyst class is: 2. (7) Reactant: [F:1][C:2]1[C:7]([C:8]([F:11])([F:10])[F:9])=[CH:6][CH:5]=[CH:4][C:3]=1[C:12]1[CH:17]=[CH:16][N:15]=[C:14]([C:18](=[N:20][OH:21])[NH2:19])[CH:13]=1.[C:22](N1C=CN=C1)(N1C=CN=C1)=[O:23].N12CCCN=C1CCCCC2.Cl. Product: [F:1][C:2]1[C:7]([C:8]([F:9])([F:10])[F:11])=[CH:6][CH:5]=[CH:4][C:3]=1[C:12]1[CH:17]=[CH:16][N:15]=[C:14]([C:18]2[NH:20][O:21][C:22](=[O:23])[N:19]=2)[CH:13]=1. The catalyst class is: 132. (8) Reactant: [F:1][C:2]1[CH:3]=[C:4]([CH:7]=[C:8]([CH3:10])[CH:9]=1)[C:5]#[N:6].[Br:11]N1C(=O)CCC1=O.CC(N=NC(C#N)(C)C)(C#N)C. Product: [Br:11][CH2:10][C:8]1[CH:7]=[C:4]([CH:3]=[C:2]([F:1])[CH:9]=1)[C:5]#[N:6]. The catalyst class is: 10. (9) Reactant: [CH3:1][C:2]1[C:10]2[C:9](=[O:11])[C:8]([C:12]([O:14]CC)=[O:13])=[CH:7][NH:6][C:5]=2[S:4][N:3]=1. Product: [CH3:1][C:2]1[C:10]2[C:9](=[O:11])[C:8]([C:12]([OH:14])=[O:13])=[CH:7][NH:6][C:5]=2[S:4][N:3]=1. The catalyst class is: 74.